From a dataset of Peptide-MHC class I binding affinity with 185,985 pairs from IEDB/IMGT. Regression. Given a peptide amino acid sequence and an MHC pseudo amino acid sequence, predict their binding affinity value. This is MHC class I binding data. The peptide sequence is FPGDKTSYWV. The MHC is HLA-B35:01 with pseudo-sequence HLA-B35:01. The binding affinity (normalized) is 0.585.